Dataset: Reaction yield outcomes from USPTO patents with 853,638 reactions. Task: Predict the reaction yield, written as a fraction of the theoretical maximum amount of product (1.0 means a 100% yield; for example, 0.34 means a 34% yield). (1) The reactants are Cl[C:2]1[N:7]=[C:6]([NH:8][CH2:9][C:10]2[O:14][N:13]=[C:12]([C:15]3[CH:20]=[CH:19][CH:18]=[CH:17][CH:16]=3)[CH:11]=2)[N:5]=[C:4]([NH:21][C:22]2[CH:26]=[C:25]([CH:27]([CH3:29])[CH3:28])[NH:24][N:23]=2)[CH:3]=1.[CH3:30][N:31]1[CH2:36][CH2:35][N:34]([CH2:37][CH2:38][NH2:39])[CH2:33][CH2:32]1. The catalyst is C(O)CCC.CO. The product is [CH:27]([C:25]1[NH:24][N:23]=[C:22]([NH:21][C:4]2[CH:3]=[C:2]([NH:39][CH2:38][CH2:37][N:34]3[CH2:35][CH2:36][N:31]([CH3:30])[CH2:32][CH2:33]3)[N:7]=[C:6]([NH:8][CH2:9][C:10]3[O:14][N:13]=[C:12]([C:15]4[CH:20]=[CH:19][CH:18]=[CH:17][CH:16]=4)[CH:11]=3)[N:5]=2)[CH:26]=1)([CH3:29])[CH3:28]. The yield is 0.290. (2) The reactants are CO[C:3](=[O:25])[C:4]1[CH:9]=[CH:8][C:7]([O:10][CH2:11][C:12]2[C:13]([C:18]3[CH:23]=[CH:22][C:21]([Cl:24])=[CH:20][CH:19]=3)=[N:14][O:15][C:16]=2[CH3:17])=[N:6][CH:5]=1.[NH2:26][CH:27]1[CH2:32][CH2:31][O:30][CH2:29][CH2:28]1. No catalyst specified. The product is [Cl:24][C:21]1[CH:22]=[CH:23][C:18]([C:13]2[C:12]([CH2:11][O:10][C:7]3[CH:8]=[CH:9][C:4]([C:3]([NH:26][CH:27]4[CH2:32][CH2:31][O:30][CH2:29][CH2:28]4)=[O:25])=[CH:5][N:6]=3)=[C:16]([CH3:17])[O:15][N:14]=2)=[CH:19][CH:20]=1. The yield is 0.770. (3) The reactants are Br[C:2]1[CH:18]=[CH:17][C:5]([O:6][CH:7]([CH3:16])[CH2:8][NH:9][S:10]([CH:13]([CH3:15])[CH3:14])(=[O:12])=[O:11])=[CH:4][CH:3]=1.[F:19][C:20]([F:31])([F:30])[C:21]1[CH:22]=[C:23](B(O)O)[CH:24]=[CH:25][CH:26]=1.C(=O)([O-])[O-].[Na+].[Na+]. The catalyst is Cl[Pd](Cl)([P](C1C=CC=CC=1)(C1C=CC=CC=1)C1C=CC=CC=1)[P](C1C=CC=CC=1)(C1C=CC=CC=1)C1C=CC=CC=1.COCCOC. The product is [CH3:14][CH:13]([S:10]([NH:9][CH2:8][CH:7]([O:6][C:5]1[CH:17]=[CH:18][C:2]([C:25]2[CH:24]=[CH:23][CH:22]=[C:21]([C:20]([F:31])([F:30])[F:19])[CH:26]=2)=[CH:3][CH:4]=1)[CH3:16])(=[O:12])=[O:11])[CH3:15]. The yield is 0.150. (4) The reactants are [NH2:1][C:2]1[CH:10]=[CH:9][CH:8]=[C:7](Cl)[C:3]=1[C:4]([OH:6])=[O:5].Cl[C:13](OCC)=[O:14].C([Cl:21])(=O)C. The catalyst is O1CCOCC1. The product is [Cl:21][C:8]1[CH:7]=[C:3]2[C:4]([O:6][C:13](=[O:14])[NH:1][C:2]2=[CH:10][CH:9]=1)=[O:5]. The yield is 0.970. (5) The reactants are [F:1][C:2]1[CH:7]=[CH:6][C:5]([CH:8]([C:23]2[CH:28]=[CH:27][C:26]([F:29])=[CH:25][CH:24]=2)[N:9]([O:21][CH3:22])[C:10](=[O:20])[CH:11]=[C:12]2[C:16](=[O:17])OC(C)(C)[O:13]2)=[CH:4][CH:3]=1.C=O.[CH3:32][NH2:33].[CH3:34]O. No catalyst specified. The product is [F:29][C:26]1[CH:25]=[CH:24][C:23]([CH:8]([N:9]([O:21][CH3:22])[C:10]([C:11]2[CH2:32][N:33]([CH3:34])[C:16](=[O:17])[C:12]=2[OH:13])=[O:20])[C:5]2[CH:6]=[CH:7][C:2]([F:1])=[CH:3][CH:4]=2)=[CH:28][CH:27]=1. The yield is 0.420. (6) The reactants are [CH3:1][N:2]1[C:6]([CH2:7][O:8][CH2:9][C:10]2[CH:11]=[C:12]([NH:16][C:17]3[C:18]([NH2:27])=[CH:19][C:20]([C:23]([F:26])([F:25])[F:24])=[CH:21][CH:22]=3)[CH:13]=[CH:14][CH:15]=2)=[N:5][CH:4]=[N:3]1.[CH:28](OCC)(OCC)OCC.C1(C)C=CC(S(O)(=O)=O)=CC=1.CC1C=CC2N(C3C=CC=C(COCC4N(C)N=CN=4)C=3)C=NC=2C=1.CC1C=C(N)C(NC2C=CC=C(COCC3N(C)N=CN=3)C=2)=CC=1.CN1C(COCC2C=C(N3C4C=CC(C(=O)C)=CC=4N=C3)C=CC=2)=NC=N1.NC1C=C(C(=O)C)C=CC=1NC1C=CC=C(COCC2N(C)N=CN=2)C=1. The catalyst is C1COCC1. The product is [CH3:1][N:2]1[C:6]([CH2:7][O:8][CH2:9][C:10]2[CH:11]=[C:12]([N:16]3[C:17]4[CH:22]=[CH:21][C:20]([C:23]([F:24])([F:26])[F:25])=[CH:19][C:18]=4[N:27]=[CH:28]3)[CH:13]=[CH:14][CH:15]=2)=[N:5][CH:4]=[N:3]1. The yield is 0.670. (7) The reactants are CC(OI1(OC(C)=O)(OC(C)=O)OC(=O)C2C=CC=CC1=2)=O.C(O)(C)(C)C.[CH2:28]([O:30][C:31](=[O:49])[CH:32](O)[CH:33]([CH3:47])[C:34](=O)[C:35]1[S:39][C:38]([C:40]2[CH:45]=[CH:44][CH:43]=[CH:42][CH:41]=2)=[N:37][CH:36]=1)[CH3:29].C(O)(=O)C.O.[NH2:55][NH2:56]. The catalyst is ClCCl. The product is [CH2:28]([O:30][C:31]([C:32]1[NH:55][N:56]=[C:34]([C:35]2[S:39][C:38]([C:40]3[CH:45]=[CH:44][CH:43]=[CH:42][CH:41]=3)=[N:37][CH:36]=2)[C:33]=1[CH3:47])=[O:49])[CH3:29]. The yield is 0.250.